Dataset: Reaction yield outcomes from USPTO patents with 853,638 reactions. Task: Predict the reaction yield, written as a fraction of the theoretical maximum amount of product (1.0 means a 100% yield; for example, 0.34 means a 34% yield). The reactants are [O:1]1[CH2:5][CH2:4][O:3][CH:2]1[C:6]1[S:7][CH:8]=[CH:9][N:10]=1.CCCCCC.C([Li])CCC.[F:22][C:23]([F:30])([F:29])[C:24](OCC)=[O:25].C(O)(=O)CC(CC(O)=O)(C(O)=O)O. The catalyst is O1CCCC1. The product is [O:1]1[CH2:5][CH2:4][O:3][CH:2]1[C:6]1[S:7][C:8]([CH:24]([OH:25])[C:23]([F:30])([F:29])[F:22])=[CH:9][N:10]=1. The yield is 0.790.